From a dataset of Full USPTO retrosynthesis dataset with 1.9M reactions from patents (1976-2016). Predict the reactants needed to synthesize the given product. (1) Given the product [CH:22]1([P:16]([CH:17]2[CH2:18][CH2:19][CH2:20][CH2:21]2)[C:2]2[CH:7]=[CH:6][CH:5]=[CH:4][C:3]=2[O:8][CH3:9])[CH2:23][CH2:24][CH2:25][CH2:26]1, predict the reactants needed to synthesize it. The reactants are: Br[C:2]1[CH:7]=[CH:6][CH:5]=[CH:4][C:3]=1[O:8][CH3:9].C([Li])CCC.Cl[P:16]([CH:22]1[CH2:26][CH2:25][CH2:24][CH2:23]1)[CH:17]1[CH2:21][CH2:20][CH2:19][CH2:18]1. (2) Given the product [Cl:1][C:2]1[C:10]([CH3:11])=[CH:9][CH:8]=[CH:7][C:3]=1[C:4]([N:13]([O:14][CH3:15])[CH3:12])=[O:5], predict the reactants needed to synthesize it. The reactants are: [Cl:1][C:2]1[C:10]([CH3:11])=[CH:9][CH:8]=[CH:7][C:3]=1[C:4](O)=[O:5].[CH3:12][NH:13][O:14][CH3:15].CCN(CC)CC.CCCP1(OP(CCC)(=O)OP(CCC)(=O)O1)=O. (3) Given the product [ClH:29].[Br:1][C:2]1[C:7]2=[N:8][N:9]3[C:14]([CH:15]4[CH2:16][CH2:17][NH:18][CH2:19][CH2:20]4)=[CH:13][C:12](=[O:28])[NH:11][C:10]3=[C:6]2[CH:5]=[N:4][CH:3]=1, predict the reactants needed to synthesize it. The reactants are: [Br:1][C:2]1[C:7]2=[N:8][N:9]3[C:14]([CH:15]4[CH2:20][CH2:19][N:18](C(OC(C)(C)C)=O)[CH2:17][CH2:16]4)=[CH:13][C:12](=[O:28])[NH:11][C:10]3=[C:6]2[CH:5]=[N:4][CH:3]=1.[ClH:29]. (4) Given the product [Br:1][C:2]1[CH:3]=[CH:4][C:5]([NH:8][CH2:19][C:18]2[CH:17]=[N:16][C:15]([CH3:21])=[C:14]3[O:22][C:10]([CH3:23])([CH3:9])[O:11][CH2:12][C:13]=23)=[N:6][CH:7]=1, predict the reactants needed to synthesize it. The reactants are: [Br:1][C:2]1[CH:3]=[CH:4][C:5]([NH2:8])=[N:6][CH:7]=1.[CH3:9][C:10]1([CH3:23])[O:22][C:14]2[C:15]([CH3:21])=[N:16][CH:17]=[C:18]([CH:19]=O)[C:13]=2[CH2:12][O:11]1. (5) Given the product [Cl:1][C:2]1[C:3]([C:29]2[S:33][C:32]([C:34]3([OH:38])[CH2:37][CH2:36][CH2:35]3)=[N:31][CH:30]=2)=[C:4]2[CH:10]=[C:9]([C:11]3[CH:12]=[CH:13][C:14]([CH2:15][N:50]4[CH2:54][CH2:53][CH2:52][CH2:51]4)=[CH:17][CH:18]=3)[N:8]([S:19]([C:22]3[CH:28]=[CH:27][C:25]([CH3:26])=[CH:24][CH:23]=3)(=[O:21])=[O:20])[C:5]2=[N:6][CH:7]=1, predict the reactants needed to synthesize it. The reactants are: [Cl:1][C:2]1[C:3]([C:29]2[S:33][C:32]([C:34]3([OH:38])[CH2:37][CH2:36][CH2:35]3)=[N:31][CH:30]=2)=[C:4]2[CH:10]=[C:9]([C:11]3[CH:18]=[CH:17][C:14]([CH:15]=O)=[CH:13][CH:12]=3)[N:8]([S:19]([C:22]3[CH:28]=[CH:27][C:25]([CH3:26])=[CH:24][CH:23]=3)(=[O:21])=[O:20])[C:5]2=[N:6][CH:7]=1.C(O)(=O)C.S([O-])([O-])(=O)=O.[Na+].[Na+].[NH:50]1[CH2:54][CH2:53][CH2:52][CH2:51]1.C(O[BH-](OC(=O)C)OC(=O)C)(=O)C.[Na+]. (6) Given the product [Cl:1][C:2]1[CH:3]=[C:4]([NH:10][C:11]2[N:15]=[C:14]([N:16]3[CH2:17][CH2:18][O:19][CH2:20][CH2:21]3)[NH:13][N:12]=2)[CH:5]=[C:6]([Cl:9])[C:7]=1[F:8], predict the reactants needed to synthesize it. The reactants are: [Cl:1][C:2]1[CH:3]=[C:4]([NH:10][C:11]2[N:15]=[C:14]([N:16]3[CH2:21][CH2:20][O:19][CH2:18][CH2:17]3)[N:13](CC3C=CC(OC)=CC=3)[N:12]=2)[CH:5]=[C:6]([Cl:9])[C:7]=1[F:8].C(O)(C(F)(F)F)=O. (7) The reactants are: [CH3:1][O:2][C:3]1[CH:8]=[CH:7][C:6]([O:9][CH3:10])=[CH:5][C:4]=1[CH:11]1[CH2:15][CH2:14][CH2:13][CH:12]1[CH2:16]OS(C)(=O)=O.[C-:22]#[N:23].[Na+]. Given the product [CH3:1][O:2][C:3]1[CH:8]=[CH:7][C:6]([O:9][CH3:10])=[CH:5][C:4]=1[CH:11]1[CH2:15][CH2:14][CH2:13][CH:12]1[CH2:16][C:22]#[N:23], predict the reactants needed to synthesize it. (8) Given the product [C:14]1([CH3:17])[CH:15]=[CH:16][C:11]([NH:10][S:27]([C:24]2[CH:23]=[CH:22][C:21]([CH:18]([CH3:20])[CH3:19])=[CH:26][N:25]=2)(=[O:28])=[O:29])=[CH:12][CH:13]=1, predict the reactants needed to synthesize it. The reactants are: BrCC(N(CC)CC)=O.[NH2:10][C:11]1[CH:16]=[CH:15][C:14]([CH3:17])=[CH:13][CH:12]=1.[CH:18]([C:21]1[CH:22]=[CH:23][C:24]([S:27](Cl)(=[O:29])=[O:28])=[N:25][CH:26]=1)([CH3:20])[CH3:19]. (9) Given the product [OH:34][CH2:33][CH2:35][NH:36][C:4]([C:6]1[C:7]2[S:14][CH:13]=[C:12]([CH2:15][O:16][C:17]3[CH:22]=[CH:21][CH:20]=[C:19]([NH:23][C:24](=[O:32])[C:25]4[CH:30]=[CH:29][CH:28]=[CH:27][C:26]=4[F:31])[CH:18]=3)[C:8]=2[CH:9]=[N:10][CH:11]=1)=[O:5], predict the reactants needed to synthesize it. The reactants are: C(O[C:4]([C:6]1[C:7]2[S:14][CH:13]=[C:12]([CH2:15][O:16][C:17]3[CH:22]=[CH:21][CH:20]=[C:19]([NH:23][C:24](=[O:32])[C:25]4[CH:30]=[CH:29][CH:28]=[CH:27][C:26]=4[F:31])[CH:18]=3)[C:8]=2[CH:9]=[N:10][CH:11]=1)=[O:5])C.[CH2:33]([CH2:35][NH2:36])[OH:34]. (10) Given the product [CH2:26]([CH:2]1[O:1][C:21](=[O:22])[NH:20][N:19]=[C:3]1[N:4]1[CH2:9][CH2:8][C:7]2[N:10]=[C:11]([C:13]3[CH:14]=[CH:15][CH:16]=[CH:17][CH:18]=3)[O:12][C:6]=2[CH2:5]1)[CH3:27], predict the reactants needed to synthesize it. The reactants are: [OH:1][CH:2]([CH2:26][CH3:27])[C:3](=[N:19][NH:20][C:21](OCC)=[O:22])[N:4]1[CH2:9][CH2:8][C:7]2[N:10]=[C:11]([C:13]3[CH:18]=[CH:17][CH:16]=[CH:15][CH:14]=3)[O:12][C:6]=2[CH2:5]1.[Na].Cl.